This data is from Experimentally validated miRNA-target interactions with 360,000+ pairs, plus equal number of negative samples. The task is: Binary Classification. Given a miRNA mature sequence and a target amino acid sequence, predict their likelihood of interaction. (1) The miRNA is hsa-miR-4441 with sequence ACAGGGAGGAGAUUGUA. The protein sequence of the target gene is MSQSSRLCSGYYSLNRSFVEPFQCPQRGDGAALLYCCGFADLKYCCSEPGSYFPYKHSYMWSLSIGALVGLGIAALVLLAFVISVCVLCYLFLYTKPQRLDNGLKLQHLETSSTLEGNINRKAKGLNAVSNSTNETFYEADDGTQEKTMDITQINIAC. Result: 0 (no interaction). (2) The miRNA is hsa-miR-4740-3p with sequence GCCCGAGAGGAUCCGUCCCUGC. The protein sequence of the target gene is MPRGEAPGPGRRGAKDEALGEESGERWSPEFHLQRKLADSSHSEQQDRNRVSEELIMVVQEMKKYFPSERRNKPSTLDALNYALRCVHSVQANSEFFQILSQNGAPQADVSMYSLEELATIASEHTSKNTDTFVAVFSFLSGRLVHISEQAALILNRKKDVLASSHFVDLLAPQDMRVFYAHTARAQLPFWNNWTQRAARYECAPVKPFFCRIRGGEDRKQEKCHSPFRIIPYLIHVHHPAQPELESEPCCLTVVEKIHSGYEAPRIPVNKRIFTTTHTPGCVFLEVDEKAVPLLGYLPQ.... Result: 0 (no interaction). (3) The miRNA is hsa-miR-6814-5p with sequence UCCCAAGGGUGAGAUGCUGCCA. The protein sequence of the target gene is MSQAWVPGLAPTLLFSLLAGPQKIAAKCGLILACPKGFKCCGDSCCQENELFPGPVRIFVIIFLVILSVFCICGLAKCFCRNCREPEPDSPVDCRGPLELPSIIPPERVRVSLSAPPPPYSEVILKPSLGPTPTEPPPPYSFRPEEYTGDQRGIDNPAF. Result: 1 (interaction). (4) The miRNA is hsa-miR-610 with sequence UGAGCUAAAUGUGUGCUGGGA. The protein sequence of the target gene is MTPEGTGLQFVSPFAFEAMQKVDVVRLASLSDPELRLLLPCLVRMALCAPADQSQSWAQDKKLILRLLSGVEAVNSIVALLSVDFHALEQDASKEQQLRHKLGGGSGESILVSQLQHGLTLEFEHSDSPRRLRLVLSELLAIMNKVSECNGEFFFKSSELFESAVYLEEAADVLCILQAELPSLLPIVDVAEALLRVRNGAWFLCLLVANVPDSFNEVCRGLIKNGERQDEESLGGRRRTDALRFLCRMNPSQALKVRGMVVEECHLPGLGVALTLDHTKTEACEDGVSDLVCFVSGLLL.... Result: 0 (no interaction).